Dataset: Full USPTO retrosynthesis dataset with 1.9M reactions from patents (1976-2016). Task: Predict the reactants needed to synthesize the given product. (1) Given the product [C:1]([O:5][C:6](=[O:16])[N:7]([C:10]1[S:14][C:13]([Br:15])=[N:12][C:11]=1[Cl:17])[CH3:8])([CH3:4])([CH3:3])[CH3:2], predict the reactants needed to synthesize it. The reactants are: [C:1]([O:5][C:6](=[O:16])[N:7]([C:10]1[S:14][C:13]([Br:15])=[N:12][CH:11]=1)[CH2:8]C)([CH3:4])([CH3:3])[CH3:2].[Cl:17]N1C(=O)CCC1=O. (2) Given the product [OH:37][C@H:35]1[CH2:34][CH2:33][C@@:32]2([CH3:38])[C:31](=[CH:30][CH2:29][C@@H:23]3[C@@H:22]2[CH2:21][CH2:20][C@@:19]2([CH3:18])[C@H:24]3[CH2:25][CH2:26][C:27]2=[CH:9][C:7]#[N:8])[CH2:36]1, predict the reactants needed to synthesize it. The reactants are: CC([O-])(C)C.[K+].[C:7]([CH2:9]P(=O)(OCC)OCC)#[N:8].[CH3:18][C@@:19]12[C:27](=O)[CH2:26][CH2:25][C@H:24]1[C@@H:23]1[CH2:29][CH:30]=[C:31]3[CH2:36][C@@H:35]([OH:37])[CH2:34][CH2:33][C@:32]3([CH3:38])[C@H:22]1[CH2:21][CH2:20]2.